From a dataset of Full USPTO retrosynthesis dataset with 1.9M reactions from patents (1976-2016). Predict the reactants needed to synthesize the given product. (1) Given the product [F:1][C:2]1[CH:3]=[C:4]([N:8]2[C@:12]3([CH2:17][CH2:16][N:15]([CH2:28][C:27]4[CH:30]=[CH:31][CH:32]=[C:25]([O:24][CH:21]([CH3:23])[CH3:22])[CH:26]=4)[C@@H:14]([CH3:18])[CH2:13]3)[CH2:11][NH:10][S:9]2(=[O:20])=[O:19])[CH:5]=[CH:6][CH:7]=1, predict the reactants needed to synthesize it. The reactants are: [F:1][C:2]1[CH:3]=[C:4]([N:8]2[C:12]3([CH2:17][CH2:16][NH:15][C@@H:14]([CH3:18])[CH2:13]3)[CH2:11][NH:10][S:9]2(=[O:20])=[O:19])[CH:5]=[CH:6][CH:7]=1.[CH:21]([O:24][C:25]1[CH:26]=[C:27]([CH:30]=[CH:31][CH:32]=1)[CH:28]=O)([CH3:23])[CH3:22].C(O)(=O)C.C(O[BH-](OC(=O)C)OC(=O)C)(=O)C.[Na+]. (2) Given the product [C:1]([C:3]1[CH:4]=[C:5]([C:9]2[C:10]3[N:11]([C:22]([CH2:25][CH3:26])=[CH:23][CH:24]=3)[N:12]=[C:13]([C:19]([N:29]([CH3:30])[CH3:28])=[O:20])[C:14]=2[S:15]([CH3:18])(=[O:16])=[O:17])[CH:6]=[CH:7][CH:8]=1)#[N:2], predict the reactants needed to synthesize it. The reactants are: [C:1]([C:3]1[CH:4]=[C:5]([C:9]2[C:10]3[N:11]([C:22]([CH2:25][CH3:26])=[CH:23][CH:24]=3)[N:12]=[C:13]([C:19](O)=[O:20])[C:14]=2[S:15]([CH3:18])(=[O:17])=[O:16])[CH:6]=[CH:7][CH:8]=1)#[N:2].Cl.[CH3:28][N:29](C)[CH2:30]CCN=C=NCC.ON1C2C=CC=CC=2N=N1. (3) Given the product [CH2:7]([C:9]1[CH:10]=[CH:11][C:12]([N+:15]([O-:17])=[O:16])=[CH:13][C:14]=1[O:4][CH3:1])[CH3:8], predict the reactants needed to synthesize it. The reactants are: [C:1](=[O:4])([O-])[O-].[K+].[K+].[CH2:7]([C:9]1[CH:14]=[CH:13][C:12]([N+:15]([O-:17])=[O:16])=[CH:11][C:10]=1O)[CH3:8].CI. (4) The reactants are: C([O-])(C)(C)C.[K+].[C:7]([C:9]1[CH:10]=[C:11]2[C:15](=[CH:16][CH:17]=1)[NH:14][C:13](=[O:18])[C@@:12]2([NH:28][C:29]([N:31]1[CH2:34][C:33]2([CH2:37][N:36]([CH:38]3[CH2:43][CH2:42][N:41]([CH:44]([CH3:46])[CH3:45])[CH2:40][CH2:39]3)[CH2:35]2)[CH2:32]1)=[O:30])[C:19]1[C:20]([O:25][CH2:26][CH3:27])=[N:21][CH:22]=[CH:23][CH:24]=1)#[N:8].[C:47]([C:49]1[CH:54]=[CH:53][C:52]([S:55](Cl)(=[O:57])=[O:56])=[CH:51][CH:50]=1)#[N:48].C([O-])([O-])=O.[K+].[K+]. Given the product [C:7]([C:9]1[CH:10]=[C:11]2[C:15](=[CH:16][CH:17]=1)[N:14]([S:55]([C:52]1[CH:51]=[CH:50][C:49]([C:47]#[N:48])=[CH:54][CH:53]=1)(=[O:57])=[O:56])[C:13](=[O:18])[C@@:12]2([NH:28][C:29]([N:31]1[CH2:34][C:33]2([CH2:37][N:36]([CH:38]3[CH2:39][CH2:40][N:41]([CH:44]([CH3:45])[CH3:46])[CH2:42][CH2:43]3)[CH2:35]2)[CH2:32]1)=[O:30])[C:19]1[C:20]([O:25][CH2:26][CH3:27])=[N:21][CH:22]=[CH:23][CH:24]=1)#[N:8], predict the reactants needed to synthesize it. (5) Given the product [F:16][C:4]([F:3])([F:15])[C:5]1[C:10]([CH2:11][OH:12])=[CH:9][CH:8]=[CH:7][N:6]=1, predict the reactants needed to synthesize it. The reactants are: [BH4-].[Na+].[F:3][C:4]([F:16])([F:15])[C:5]1[C:10]([C:11](OC)=[O:12])=[CH:9][CH:8]=[CH:7][N:6]=1. (6) Given the product [Cl:8][C:9]1[CH:10]=[C:11]([C:33]([NH:7][S:4]([CH3:3])(=[O:6])=[O:5])=[O:34])[C:12]2[CH2:13][C:14]([CH3:31])([CH3:32])[CH:15]([C:19]3[CH:24]=[CH:23][CH:22]=[C:21]([N:25]4[CH2:26][CH2:27][O:28][CH2:29][CH2:30]4)[CH:20]=3)[NH:16][C:17]=2[CH:18]=1, predict the reactants needed to synthesize it. The reactants are: [H-].[Na+].[CH3:3][S:4]([NH2:7])(=[O:6])=[O:5].[Cl:8][C:9]1[CH:10]=[C:11]([C:33](O)=[O:34])[C:12]2[CH2:13][C:14]([CH3:32])([CH3:31])[CH:15]([C:19]3[CH:24]=[CH:23][CH:22]=[C:21]([N:25]4[CH2:30][CH2:29][O:28][CH2:27][CH2:26]4)[CH:20]=3)[NH:16][C:17]=2[CH:18]=1.C(N1C=CN=C1)(N1C=CN=C1)=O. (7) Given the product [NH2:16][C:4]1[CH:3]=[C:2]([F:1])[CH:7]=[CH:6][C:5]=1[NH:8][C:9](=[O:15])[O:10][C:11]([CH3:13])([CH3:12])[CH3:14], predict the reactants needed to synthesize it. The reactants are: [F:1][C:2]1[CH:7]=[CH:6][C:5]([NH:8][C:9](=[O:15])[O:10][C:11]([CH3:14])([CH3:13])[CH3:12])=[C:4]([N+:16]([O-])=O)[CH:3]=1. (8) Given the product [CH2:34]([O:33][C:31](=[O:32])[NH:1][C@@H:2]1[C:3](=[O:24])[N:4]([CH2:13][C:14]2[CH:19]=[CH:18][C:17]([O:20][CH3:21])=[CH:16][C:15]=2[O:22][CH3:23])[C@@H:5]1[C@@H:6]1[CH2:10][O:9][C:8]([CH3:12])([CH3:11])[O:7]1)[C:35]1[CH:40]=[CH:39][CH:38]=[CH:37][CH:36]=1, predict the reactants needed to synthesize it. The reactants are: [NH2:1][C@H:2]1[C@@H:5]([C@@H:6]2[CH2:10][O:9][C:8]([CH3:12])([CH3:11])[O:7]2)[N:4]([CH2:13][C:14]2[CH:19]=[CH:18][C:17]([O:20][CH3:21])=[CH:16][C:15]=2[O:22][CH3:23])[C:3]1=[O:24].C([O-])(O)=O.[Na+].Cl[C:31]([O:33][CH2:34][C:35]1[CH:40]=[CH:39][CH:38]=[CH:37][CH:36]=1)=[O:32].